The task is: Predict the reactants needed to synthesize the given product.. This data is from Full USPTO retrosynthesis dataset with 1.9M reactions from patents (1976-2016). Given the product [F:16][C:17]1[CH:24]=[CH:23][C:20]([CH:21]([C:7]2[C:2]([F:1])=[N:3][CH:4]=[CH:5][CH:6]=2)[OH:22])=[CH:19][CH:18]=1, predict the reactants needed to synthesize it. The reactants are: [F:1][C:2]1[CH:7]=[CH:6][CH:5]=[CH:4][N:3]=1.C([N-]C(C)C)(C)C.[Li+].[F:16][C:17]1[CH:24]=[CH:23][C:20]([CH:21]=[O:22])=[CH:19][CH:18]=1.